Dataset: Full USPTO retrosynthesis dataset with 1.9M reactions from patents (1976-2016). Task: Predict the reactants needed to synthesize the given product. (1) Given the product [CH2:1]([O:8][C:9]1[CH:14]=[CH:13][C:12]([C:24]2[CH:25]=[CH:26][CH:27]=[C:22]([Cl:21])[N:23]=2)=[CH:11][CH:10]=1)[C:2]1[CH:7]=[CH:6][CH:5]=[CH:4][CH:3]=1, predict the reactants needed to synthesize it. The reactants are: [CH2:1]([O:8][C:9]1[CH:14]=[CH:13][C:12](Br)=[CH:11][CH:10]=1)[C:2]1[CH:7]=[CH:6][CH:5]=[CH:4][CH:3]=1.[Li]CCCC.[Cl:21][C:22]1[CH:27]=[CH:26][CH:25]=[C:24](Cl)[N:23]=1. (2) Given the product [F:1][C:2]1[CH:7]=[CH:6][CH:5]=[CH:4][C:3]=1[NH:8][C:9](=[O:10])[NH:12][CH2:13][C:14]1[CH:15]=[CH:16][C:17]([B:20]([OH:22])[OH:21])=[CH:18][CH:19]=1, predict the reactants needed to synthesize it. The reactants are: [F:1][C:2]1[CH:7]=[CH:6][CH:5]=[CH:4][C:3]=1[N:8]=[C:9]=[O:10].Cl.[NH2:12][CH2:13][C:14]1[CH:19]=[CH:18][C:17]([B:20]([OH:22])[OH:21])=[CH:16][CH:15]=1. (3) The reactants are: [CH3:1][S:2]([NH:5][C:6]1[CH:14]=[CH:13][C:9]([C:10]([OH:12])=O)=[CH:8][CH:7]=1)(=[O:4])=[O:3].Cl.[Cl:16][C:17]1[CH:22]=[CH:21][C:20]([C:23]([CH:25]2[CH2:30][CH2:29][NH:28][CH2:27][CH2:26]2)=[O:24])=[CH:19][CH:18]=1. Given the product [Cl:16][C:17]1[CH:18]=[CH:19][C:20]([C:23]([CH:25]2[CH2:30][CH2:29][N:28]([C:10]([C:9]3[CH:8]=[CH:7][C:6]([NH:5][S:2]([CH3:1])(=[O:3])=[O:4])=[CH:14][CH:13]=3)=[O:12])[CH2:27][CH2:26]2)=[O:24])=[CH:21][CH:22]=1, predict the reactants needed to synthesize it.